From a dataset of Forward reaction prediction with 1.9M reactions from USPTO patents (1976-2016). Predict the product of the given reaction. (1) Given the reactants [S:1]1[CH:5]=[CH:4][CH:3]=[C:2]1[C:6]1[CH:11]=[CH:10][N:9]=[C:8]2[N:12]([C@@H:15]3[O:20][C@H:19]([CH2:21][O:22][C:23]([C:40]4[CH:45]=[CH:44][CH:43]=[CH:42][CH:41]=4)([C:32]4[CH:37]=[CH:36][C:35]([O:38][CH3:39])=[CH:34][CH:33]=4)[C:24]4[CH:29]=[CH:28][C:27]([O:30][CH3:31])=[CH:26][CH:25]=4)[C@@H:17]([OH:18])[CH2:16]3)[CH:13]=[N:14][C:7]=12.N1C=CC=CC=1.[CH:52]([N:55]([CH:69]([CH3:71])[CH3:70])[P:56](N(C(C)C)C(C)C)[O:57]CCC#N)([CH3:54])[CH3:53].N1C=NN=N1, predict the reaction product. The product is: [C:15]([CH2:16][CH2:17][O:18][P:56]([N:55]([CH:69]([CH3:71])[CH3:70])[CH:52]([CH3:54])[CH3:53])[OH:57])#[N:12].[S:1]1[CH:5]=[CH:4][CH:3]=[C:2]1[C:6]1[CH:11]=[CH:10][N:9]=[C:8]2[N:12]([C@@H:15]3[O:20][C@H:19]([CH2:21][O:22][C:23]([C:40]4[CH:41]=[CH:42][CH:43]=[CH:44][CH:45]=4)([C:24]4[CH:29]=[CH:28][C:27]([O:30][CH3:31])=[CH:26][CH:25]=4)[C:32]4[CH:37]=[CH:36][C:35]([O:38][CH3:39])=[CH:34][CH:33]=4)[C@@H:17]([OH:18])[CH2:16]3)[CH:13]=[N:14][C:7]=12. (2) Given the reactants [N-:1]=[N+:2]=[N-:3].[Na+].[CH3:5][O:6][C:7](=[O:11])[CH2:8][CH2:9]Br.[CH3:12][C:13]([OH:17])([C:15]#[CH:16])[CH3:14], predict the reaction product. The product is: [OH:17][C:13]([C:15]1[N:1]=[N:2][N:3]([CH2:9][CH2:8][C:7]([O:6][CH3:5])=[O:11])[CH:16]=1)([CH3:14])[CH3:12]. (3) Given the reactants [CH2:1]([N:8]1[C:16]2[CH:15]=[CH:14][CH:13]=[C:12]([OH:17])[C:11]=2[CH:10]=[C:9]1[CH3:18])[C:2]1[CH:7]=[CH:6][CH:5]=[CH:4][CH:3]=1.[H-].[Na+].[CH2:21]([O:23][C:24](=[O:29])[C:25](Br)([CH3:27])[CH3:26])[CH3:22], predict the reaction product. The product is: [CH2:21]([O:23][C:24](=[O:29])[C:25]([O:17][C:12]1[CH:13]=[CH:14][CH:15]=[C:16]2[C:11]=1[CH:10]=[C:9]([CH3:18])[N:8]2[CH2:1][C:2]1[CH:3]=[CH:4][CH:5]=[CH:6][CH:7]=1)([CH3:27])[CH3:26])[CH3:22].